The task is: Predict which catalyst facilitates the given reaction.. This data is from Catalyst prediction with 721,799 reactions and 888 catalyst types from USPTO. (1) Reactant: [C:1]([O:4][C:5](=[O:7])[CH3:6])(=O)[CH3:2].[CH:8](O)=O.[NH2:11][C:12]1[CH:13]=C[C:15](/C=C/C(OCC)=O)=[N:16][C:17]=1OC.[C:27]([O-:30])(=O)[CH3:28].[NH4+:31].[CH2:32]1[CH2:36]O[CH2:34][CH2:33]1. Product: [CH3:8][O:30][C:27]1[N:31]=[C:32](/[CH:36]=[CH:6]/[C:5]([O:4][CH2:1][CH3:2])=[O:7])[CH:33]=[CH:34][C:28]=1[N:16]1[CH:17]=[C:12]([CH3:13])[N:11]=[CH:15]1. The catalyst class is: 342. (2) Reactant: [Br:1][C:2]1[C:7]([NH2:8])=[CH:6][CH:5]=[C:4]([C:9]2[CH:14]=[CH:13][CH:12]=[CH:11][CH:10]=2)[N:3]=1.C[Si]([N-][Si](C)(C)C)(C)C.[Na+].[C:25](O[C:25]([O:27][C:28]([CH3:31])([CH3:30])[CH3:29])=[O:26])([O:27][C:28]([CH3:31])([CH3:30])[CH3:29])=[O:26]. Product: [Br:1][C:2]1[C:7]([NH:8][C:25](=[O:26])[O:27][C:28]([CH3:31])([CH3:30])[CH3:29])=[CH:6][CH:5]=[C:4]([C:9]2[CH:14]=[CH:13][CH:12]=[CH:11][CH:10]=2)[N:3]=1. The catalyst class is: 20. (3) Reactant: [Cl:1][C:2]1[CH:3]=[C:4]([CH:9]=[CH:10][C:11]=1[CH:12]=O)[C:5]([O:7][CH3:8])=[O:6].[N:14]1([C:20]([O:22][C:23]([CH3:26])([CH3:25])[CH3:24])=[O:21])[CH2:19][CH2:18][NH:17][CH2:16][CH2:15]1.C(O[BH-](OC(=O)C)OC(=O)C)(=O)C.[Na+]. Product: [Cl:1][C:2]1[CH:3]=[C:4]([C:5]([O:7][CH3:8])=[O:6])[CH:9]=[CH:10][C:11]=1[CH2:12][N:17]1[CH2:16][CH2:15][N:14]([C:20]([O:22][C:23]([CH3:26])([CH3:25])[CH3:24])=[O:21])[CH2:19][CH2:18]1. The catalyst class is: 26. (4) Reactant: [N:1]12[CH2:9][CH2:8][CH2:7][C:6]1=[N:5][CH2:4][CH2:3][CH2:2]2.[Cl:10][C:11]1[CH:18]=[CH:17][CH:16]=[CH:15][C:12]=1[CH2:13]Cl.[H-].[Al+3].[Li+].[H-].[H-].[H-].[OH-].[Na+]. Product: [Cl:10][C:11]1[CH:18]=[CH:17][CH:16]=[CH:15][C:12]=1[CH2:13][N:5]1[CH:6]2[N:1]([CH2:9][CH2:8][CH2:7]2)[CH2:2][CH2:3][CH2:4]1. The catalyst class is: 30. (5) Reactant: [F:1][C:2]1[CH:3]=[C:4]2[C:8](=[CH:9][CH:10]=1)[NH:7][N:6]=[C:5]2[C:11]([O:13][CH2:14][CH3:15])=[O:12].[CH3:16][C:17](C)([O-])[CH3:18].[K+].IC(C)C. Product: [F:1][C:2]1[CH:3]=[C:4]2[C:8](=[CH:9][CH:10]=1)[N:7]([CH:17]([CH3:18])[CH3:16])[N:6]=[C:5]2[C:11]([O:13][CH2:14][CH3:15])=[O:12]. The catalyst class is: 7. (6) Reactant: [O:1]=[C:2]1[CH:10]([NH:11][C:12](=[O:18])[O:13][C:14]([CH3:17])([CH3:16])[CH3:15])[C:9]2[C:4](=[CH:5][CH:6]=[CH:7][CH:8]=2)[N:3]1[CH2:19][CH2:20][CH2:21][CH2:22][CH3:23].Br[CH2:25][C:26]([C:28]1[S:29][CH:30]=[CH:31][CH:32]=1)=[O:27].C(=O)([O-])[O-].[K+].[K+]. Product: [C:14]([O:13][C:12](=[O:18])[NH:11][C:10]1([CH2:25][C:26](=[O:27])[C:28]2[S:29][CH:30]=[CH:31][CH:32]=2)[C:9]2[C:4](=[CH:5][CH:6]=[CH:7][CH:8]=2)[N:3]([CH2:19][CH2:20][CH2:21][CH2:22][CH3:23])[C:2]1=[O:1])([CH3:15])([CH3:16])[CH3:17]. The catalyst class is: 21.